This data is from Forward reaction prediction with 1.9M reactions from USPTO patents (1976-2016). The task is: Predict the product of the given reaction. (1) Given the reactants [CH2:1]=[CH:2][CH:3]([OH:6])[CH2:4][OH:5].[CH3:7][CH:8]([CH3:14])[CH2:9][CH2:10][C:11](=O)[CH3:12], predict the reaction product. The product is: [CH3:12][C:11]1([CH2:10][CH2:9][CH:8]([CH3:14])[CH3:7])[O:6][CH:3]([CH:2]=[CH2:1])[CH2:4][O:5]1. (2) Given the reactants [C:1]1([OH:7])[CH:6]=[CH:5][CH:4]=[CH:3][CH:2]=1.[CH2:8](O)[CH2:9][C:10]#[CH:11], predict the reaction product. The product is: [C:1]1([O:7][CH2:11][CH2:10][C:9]#[CH:8])[CH:6]=[CH:5][CH:4]=[CH:3][CH:2]=1. (3) Given the reactants C([NH:8][CH2:9][CH2:10][CH2:11][CH2:12][C@@H:13]([C:32]([OH:34])=[O:33])[NH:14]C(OCC1C2C(=CC=CC=2)C2C1=CC=CC=2)=O)(OC(C)(C)C)=O.CN(C(ON1N=NC2C=CC=CC1=2)=[N+](C)C)C.F[P-](F)(F)(F)(F)F.C1C=CC2N(O)N=NC=2C=1.CCN(C(C)C)C(C)C.BrCC(O)=O.CC(C)N=C=NC(C)C.C(N)CC, predict the reaction product. The product is: [NH2:14][C@H:13]([C:32]([OH:34])=[O:33])[CH2:12][CH2:11][CH2:10][CH2:9][NH2:8]. (4) The product is: [ClH:26].[CH:1](/[C:7]1[N:11]2[N:12]=[C:13]([NH:16][CH2:17][CH2:18][CH2:19][N:20]3[CH2:25][CH2:24][O:23][CH2:22][CH2:21]3)[CH:14]=[CH:15][C:10]2=[N:9][CH:8]=1)=[CH:2]/[CH2:3][CH2:4][CH2:5][CH3:6]. Given the reactants [C:1]([C:7]1[N:11]2[N:12]=[C:13]([NH:16][CH2:17][CH2:18][CH2:19][N:20]3[CH2:25][CH2:24][O:23][CH2:22][CH2:21]3)[CH:14]=[CH:15][C:10]2=[N:9][CH:8]=1)#[C:2][CH2:3][CH2:4][CH2:5][CH3:6].[ClH:26], predict the reaction product.